The task is: Predict which catalyst facilitates the given reaction.. This data is from Catalyst prediction with 721,799 reactions and 888 catalyst types from USPTO. (1) Reactant: Cl[C:2]1[N:7]=[C:6]([NH:8][CH3:9])[N:5]=[C:4]([N:10]2[C@H:15]([CH3:16])[CH2:14][CH2:13][C@H:12]([C:17]([NH:19][C:20]3[CH:25]=[CH:24][CH:23]=[CH:22][CH:21]=3)=[O:18])[CH2:11]2)[CH:3]=1.[CH3:26][C:27]1[C:35]2[C:30](=[CH:31][C:32](B3OC(C)(C)C(C)(C)O3)=[CH:33][CH:34]=2)[NH:29][N:28]=1.C1(P(C2CCCCC2)C2CCCCC2)CCCCC1.[O-]P([O-])([O-])=O.[K+].[K+].[K+]. Product: [CH3:16][C@H:15]1[N:10]([C:4]2[CH:3]=[C:2]([C:32]3[CH:31]=[C:30]4[C:35]([C:27]([CH3:26])=[N:28][NH:29]4)=[CH:34][CH:33]=3)[N:7]=[C:6]([NH:8][CH3:9])[N:5]=2)[CH2:11][C@@H:12]([C:17]([NH:19][C:20]2[CH:25]=[CH:24][CH:23]=[CH:22][CH:21]=2)=[O:18])[CH2:13][CH2:14]1. The catalyst class is: 552. (2) Reactant: [CH3:1][O:2][C:3]1[N:8]=[C:7]([O:9][CH:10]2[CH2:27][CH:26]3[CH:12]([C:13](=[O:33])[N:14]([CH3:32])[CH2:15][CH2:16][CH2:17][CH2:18][CH:19]=[CH:20][CH:21]4[C:23]([C:29](O)=[O:30])([NH:24][C:25]3=[O:28])[CH2:22]4)[CH2:11]2)[CH:6]=[C:5]([O:34][CH3:35])[N:4]=1.[CH:36]1([S:39]([NH2:42])(=[O:41])=[O:40])[CH2:38][CH2:37]1.CCN=C=NCCCN(C)C.C1CCN2C(=NCCC2)CC1. Product: [CH3:1][O:2][C:3]1[N:8]=[C:7]([O:9][CH:10]2[CH2:27][CH:26]3[CH:12]([C:13](=[O:33])[N:14]([CH3:32])[CH2:15][CH2:16][CH2:17][CH2:18][CH:19]=[CH:20][CH:21]4[C:23]([C:29]([NH:42][S:39]([CH:36]5[CH2:38][CH2:37]5)(=[O:41])=[O:40])=[O:30])([NH:24][C:25]3=[O:28])[CH2:22]4)[CH2:11]2)[CH:6]=[C:5]([O:34][CH3:35])[N:4]=1. The catalyst class is: 2.